Dataset: Forward reaction prediction with 1.9M reactions from USPTO patents (1976-2016). Task: Predict the product of the given reaction. Given the reactants Cl.[Cl:2][C:3]1[CH:4]=[CH:5][C:6]([O:20][CH2:21][C:22]2[CH:27]=[CH:26][CH:25]=[CH:24][CH:23]=2)=[C:7]([CH2:9][C:10]2[N:15]=[C:14]([C:16](=[NH:19])OC)[CH:13]=[CH:12][CH:11]=2)[CH:8]=1.[CH3:28][N:29]1[CH2:34][CH2:33][N:32]([C:35]2[CH:36]=[C:37](N)[C:38]([NH2:41])=[CH:39][CH:40]=2)[CH2:31][CH2:30]1, predict the reaction product. The product is: [ClH:2].[Cl:2][C:3]1[CH:4]=[CH:5][C:6]([O:20][CH2:21][C:22]2[CH:27]=[CH:26][CH:25]=[CH:24][CH:23]=2)=[C:7]([CH2:9][C:10]2[N:15]=[C:14]([C:16]3[NH:41][C:38]4[CH:39]=[CH:40][C:35]([N:32]5[CH2:31][CH2:30][N:29]([CH3:28])[CH2:34][CH2:33]5)=[CH:36][C:37]=4[N:19]=3)[CH:13]=[CH:12][CH:11]=2)[CH:8]=1.